The task is: Predict the reaction yield, written as a fraction of the theoretical maximum amount of product (1.0 means a 100% yield; for example, 0.34 means a 34% yield).. This data is from Reaction yield outcomes from USPTO patents with 853,638 reactions. The reactants are [CH2:1]([C@H:8]1[CH2:12][O:11][C:10](=[O:13])[N:9]1[C:14](=[O:27])[CH2:15][CH2:16][CH2:17][C:18]([C:20]1[CH:25]=[CH:24][C:23]([F:26])=[CH:22][CH:21]=1)=[O:19])[C:2]1[CH:7]=[CH:6][CH:5]=[CH:4][CH:3]=1.CB1N2CCC[C@@H]2C(C2C=CC=CC=2)(C2C=CC=CC=2)O1.CO.OO.S(=O)(=O)(O)O. The catalyst is ClCCl.C1(C)C=CC=CC=1. The product is [CH2:1]([C@H:8]1[CH2:12][O:11][C:10](=[O:13])[N:9]1[C:14](=[O:27])[CH2:15][CH2:16][CH2:17][C@@H:18]([C:20]1[CH:25]=[CH:24][C:23]([F:26])=[CH:22][CH:21]=1)[OH:19])[C:2]1[CH:3]=[CH:4][CH:5]=[CH:6][CH:7]=1. The yield is 0.890.